This data is from Reaction yield outcomes from USPTO patents with 853,638 reactions. The task is: Predict the reaction yield, written as a fraction of the theoretical maximum amount of product (1.0 means a 100% yield; for example, 0.34 means a 34% yield). (1) The product is [NH2:1][C:2]1[N:7]=[CH:6][N:5]=[C:4]2[N:8]([CH:12]([C:14]3[CH:21]=[C:20]([Cl:22])[C:17]([C:18]#[N:19])=[C:16]([CH:23]4[CH2:24][N:25]([CH2:37][CH2:38][OH:39])[CH2:26]4)[C:15]=3[O:27][CH3:28])[CH3:13])[N:9]=[C:10]([CH3:11])[C:3]=12. The catalyst is O1CCCC1. The yield is 0.310. The reactants are [NH2:1][C:2]1[N:7]=[CH:6][N:5]=[C:4]2[N:8]([CH:12]([C:14]3[CH:21]=[C:20]([Cl:22])[C:17]([C:18]#[N:19])=[C:16]([CH:23]4[CH2:26][NH:25][CH2:24]4)[C:15]=3[O:27][CH3:28])[CH3:13])[N:9]=[C:10]([CH3:11])[C:3]=12.C(N(CC)CC)C.Br[CH2:37][CH2:38][OH:39]. (2) The reactants are [CH3:1][O:2][C:3]1[CH:4]=[C:5]([CH:7]=[CH:8][C:9]=1[O:10][CH2:11][CH2:12][CH:13]1[CH2:17][CH2:16][CH2:15][O:14]1)[NH2:6].[Cl:18][C:19]1[CH:24]=[CH:23][C:22]([C:25]2[CH:26]=[C:27]([C:30](O)=[O:31])[NH:28][CH:29]=2)=[CH:21][CH:20]=1. No catalyst specified. The product is [Cl:18][C:19]1[CH:24]=[CH:23][C:22]([C:25]2[CH:26]=[C:27]([C:30]([NH:6][C:5]3[CH:7]=[CH:8][C:9]([O:10][CH2:11][CH2:12][CH:13]4[CH2:17][CH2:16][CH2:15][O:14]4)=[C:3]([O:2][CH3:1])[CH:4]=3)=[O:31])[NH:28][CH:29]=2)=[CH:21][CH:20]=1. The yield is 0.980.